From a dataset of Full USPTO retrosynthesis dataset with 1.9M reactions from patents (1976-2016). Predict the reactants needed to synthesize the given product. (1) Given the product [F:18][C:15]1[CH:16]=[CH:17][C:12]([N:8]2[C:9]3[C:4](=[CH:3][C:2]([CH:23]=[CH2:24])=[CH:11][CH:10]=3)[C:5](=[O:22])[C:6]([C:19]([NH2:21])=[O:20])=[CH:7]2)=[CH:13][CH:14]=1, predict the reactants needed to synthesize it. The reactants are: Br[C:2]1[CH:3]=[C:4]2[C:9](=[CH:10][CH:11]=1)[N:8]([C:12]1[CH:17]=[CH:16][C:15]([F:18])=[CH:14][CH:13]=1)[CH:7]=[C:6]([C:19]([NH2:21])=[O:20])[C:5]2=[O:22].[CH2:23](N(CC)CC)[CH3:24].C(Cl)Cl.C([B-](F)(F)F)=C.[K+]. (2) Given the product [CH3:1][O:2][CH:3]([C:7]1[CH:12]=[CH:11][C:10]([CH3:13])=[CH:9][CH:8]=1)[CH2:4][CH2:5][N:28]1[CH2:29][CH2:30][CH:25]([C:21]2[CH:20]=[C:19]([NH:18][C:16](=[O:17])[CH:15]([CH3:14])[CH3:31])[CH:24]=[CH:23][CH:22]=2)[CH2:26][CH2:27]1, predict the reactants needed to synthesize it. The reactants are: [CH3:1][O:2][CH:3]([C:7]1[CH:12]=[CH:11][C:10]([CH3:13])=[CH:9][CH:8]=1)[CH2:4][CH2:5]Cl.[CH3:14][CH:15]([CH3:31])[C:16]([NH:18][C:19]1[CH:24]=[CH:23][CH:22]=[C:21]([CH:25]2[CH2:30][CH2:29][NH:28][CH2:27][CH2:26]2)[CH:20]=1)=[O:17].C(N(C(C)C)CC)(C)C.N.